Dataset: Catalyst prediction with 721,799 reactions and 888 catalyst types from USPTO. Task: Predict which catalyst facilitates the given reaction. (1) Reactant: C([O:5][C:6](=[O:56])[C:7]([O:10]/[N:11]=[C:12](/[C:43]1[N:44]=[C:45]([NH:48]C(OC(C)(C)C)=O)[S:46][CH:47]=1)\[C:13]([NH:15][C@@H:16]1[C:19](=[O:20])[N:18]([S:21]([OH:24])(=[O:23])=[O:22])[C@@H:17]1[CH2:25][N:26]1[CH:30]=[C:29]([CH2:31][NH:32][C:33](=[O:42])[CH2:34][N:35]2[CH2:40][CH2:39][N:38]([CH3:41])[CH2:37][CH2:36]2)[N:28]=[N:27]1)=[O:14])([CH3:9])[CH3:8])(C)(C)C.C(O)(C(F)(F)F)=O.C(Cl)Cl.C([SiH](CC)CC)C. Product: [NH2:48][C:45]1[S:46][CH:47]=[C:43](/[C:12](=[N:11]/[O:10][C:7]([CH3:9])([CH3:8])[C:6]([OH:56])=[O:5])/[C:13]([NH:15][C@@H:16]2[C:19](=[O:20])[N:18]([S:21]([OH:24])(=[O:22])=[O:23])[C@@H:17]2[CH2:25][N:26]2[CH:30]=[C:29]([CH2:31][NH:32][C:33](=[O:42])[CH2:34][N:35]3[CH2:40][CH2:39][N:38]([CH3:41])[CH2:37][CH2:36]3)[N:28]=[N:27]2)=[O:14])[N:44]=1. The catalyst class is: 2. (2) Reactant: [NH2:1][C:2]1[CH:3]=[CH:4][C:5]([CH3:21])=[C:6]([C:8]2[CH:13]=[CH:12][C:11]([C:14]([NH:16][CH2:17][CH:18]3[CH2:20][CH2:19]3)=[O:15])=[CH:10][CH:9]=2)[CH:7]=1.[F:22][C:23]1[CH:28]=[CH:27][C:26]([C:29]2[N:34]=[C:33]([C:35](O)=[O:36])[CH:32]=[N:31][CH:30]=2)=[CH:25][CH:24]=1.CN(C(ON1N=NC2C=CC=NC1=2)=[N+](C)C)C.F[P-](F)(F)(F)(F)F.C1C=CC2N(O)N=NC=2C=1.CCN(C(C)C)C(C)C. Product: [CH:18]1([CH2:17][NH:16][C:14]([C:11]2[CH:12]=[CH:13][C:8]([C:6]3[C:5]([CH3:21])=[CH:4][CH:3]=[C:2]([NH:1][C:35]([C:33]4[CH:32]=[N:31][CH:30]=[C:29]([C:26]5[CH:27]=[CH:28][C:23]([F:22])=[CH:24][CH:25]=5)[N:34]=4)=[O:36])[CH:7]=3)=[CH:9][CH:10]=2)=[O:15])[CH2:20][CH2:19]1. The catalyst class is: 39.